Predict the product of the given reaction. From a dataset of Forward reaction prediction with 1.9M reactions from USPTO patents (1976-2016). (1) Given the reactants B1(C2CCN(C(OC(C)(C)C)=O)CC=2)OC(C)(C)C(C)(C)O1.BrC1C=CC(C(F)(F)F)=CC=1I.P([O-])([O-])([O-])=O.[K+].[K+].[K+].Br[C:44]1[CH:49]=[CH:48][C:47]([C:50]([F:53])([F:52])[F:51])=[CH:46][C:45]=1[C:54]1[CH2:59][CH2:58][N:57]([C:60]([O:62][C:63]([CH3:66])([CH3:65])[CH3:64])=[O:61])[CH2:56][CH:55]=1.[CH:67]1[C:76]2[C:71](=[C:72](B(O)O)[CH:73]=[CH:74][CH:75]=2)[CH:70]=[CH:69][N:68]=1, predict the reaction product. The product is: [CH:67]1[C:76]2[C:71](=[C:72]([C:44]3[CH:49]=[CH:48][C:47]([C:50]([F:53])([F:52])[F:51])=[CH:46][C:45]=3[C:54]3[CH2:59][CH2:58][N:57]([C:60]([O:62][C:63]([CH3:66])([CH3:65])[CH3:64])=[O:61])[CH2:56][CH:55]=3)[CH:73]=[CH:74][CH:75]=2)[CH:70]=[CH:69][N:68]=1. (2) Given the reactants [N+:1]([C:4]1[N:5]([CH2:9][O:10][CH2:11][CH2:12][Si:13]([CH3:16])([CH3:15])[CH3:14])[CH:6]=[CH:7][N:8]=1)([O-])=O, predict the reaction product. The product is: [CH3:14][Si:13]([CH3:16])([CH3:15])[CH2:12][CH2:11][O:10][CH2:9][N:5]1[CH:6]=[CH:7][N:8]=[C:4]1[NH2:1]. (3) Given the reactants [S-:1][C:2]#[N:3].[K+].[C:5]([O:9][C:10](=[O:28])[NH:11][C:12]1[CH:17]=[C:16]([O:18][C:19]2[CH:24]=[CH:23][C:22]([NH2:25])=[CH:21][N:20]=2)[C:15]([Cl:26])=[CH:14][C:13]=1[F:27])([CH3:8])([CH3:7])[CH3:6].BrBr, predict the reaction product. The product is: [C:5]([O:9][C:10](=[O:28])[NH:11][C:12]1[CH:17]=[C:16]([O:18][C:19]2[N:20]=[C:21]3[S:1][C:2]([NH2:3])=[N:25][C:22]3=[CH:23][CH:24]=2)[C:15]([Cl:26])=[CH:14][C:13]=1[F:27])([CH3:8])([CH3:6])[CH3:7]. (4) Given the reactants F[C:2]1[C:7]([N+:8]([O-:10])=[O:9])=[CH:6][CH:5]=[CH:4][N:3]=1.[CH:11]1([OH:18])[CH2:16][CH2:15][CH:14]([OH:17])[CH2:13][CH2:12]1, predict the reaction product. The product is: [N+:8]([C:7]1[C:2]([O:17][C@H:14]2[CH2:15][CH2:16][C@H:11]([OH:18])[CH2:12][CH2:13]2)=[N:3][CH:4]=[CH:5][CH:6]=1)([O-:10])=[O:9]. (5) Given the reactants [C:1]([O:5][CH3:6])(=[O:4])[CH:2]=O.Cl.[Cl:8][C:9]1[CH:14]=[CH:13][CH:12]=[CH:11][C:10]=1[NH:15][NH2:16], predict the reaction product. The product is: [Cl:8][C:9]1[CH:14]=[CH:13][CH:12]=[CH:11][C:10]=1[NH:15]/[N:16]=[CH:2]/[C:1]([O:5][CH3:6])=[O:4]. (6) Given the reactants [Li][C:2]([CH3:5])([CH3:4])[CH3:3].Br[C:7]1[CH:12]=[CH:11][CH:10]=[CH:9][N:8]=1.IC1C=C[C:17]([NH2:24])=[C:18]([S:20]([NH2:23])(=[O:22])=[O:21])[CH:19]=1.C(N(CC(O)=O)CC(O)=O)CN(CC(O)=O)CC(O)=O.[OH-].[Na+], predict the reaction product. The product is: [NH2:24][C:17]1[CH:4]=[C:2]([CH3:5])[C:3]([C:7]2[CH:12]=[CH:11][CH:10]=[CH:9][N:8]=2)=[CH:19][C:18]=1[S:20]([NH2:23])(=[O:22])=[O:21]. (7) Given the reactants [NH2:1][C:2]1[CH:30]=[CH:29][C:5]([O:6][C:7]2[CH:12]=[CH:11][N:10]=[C:9]([NH:13][C:14]([N:16]3[CH2:21][CH2:20][CH:19]([N:22]4[CH2:25][CH:24]([N:26]([CH3:28])[CH3:27])[CH2:23]4)[CH2:18][CH2:17]3)=[O:15])[CH:8]=2)=[C:4]([F:31])[CH:3]=1.[C@]12(CS(O)(=O)=O)C(C)(C)C(CC1)CC2=O.[C:47]1([CH2:53][C:54]([N:56]=[C:57]=[S:58])=[O:55])[CH:52]=[CH:51][CH:50]=[CH:49][CH:48]=1.C(=O)([O-])O.[Na+], predict the reaction product. The product is: [F:31][C:4]1[CH:3]=[C:2]([NH:1][C:57]([NH:56][C:54](=[O:55])[CH2:53][C:47]2[CH:48]=[CH:49][CH:50]=[CH:51][CH:52]=2)=[S:58])[CH:30]=[CH:29][C:5]=1[O:6][C:7]1[CH:12]=[CH:11][N:10]=[C:9]([NH:13][C:14]([N:16]2[CH2:21][CH2:20][CH:19]([N:22]3[CH2:23][CH:24]([N:26]([CH3:27])[CH3:28])[CH2:25]3)[CH2:18][CH2:17]2)=[O:15])[CH:8]=1.